From a dataset of Forward reaction prediction with 1.9M reactions from USPTO patents (1976-2016). Predict the product of the given reaction. (1) Given the reactants [CH:1]([C:3]1[CH:8]=[CH:7][CH:6]=[CH:5][C:4]=1[NH:9][S:10]([CH3:13])(=[O:12])=[O:11])=O.C(=O)([O-])[O-].[Cs+].[Cs+].[CH3:20][O:21][C:22]1[CH:29]=[CH:28][C:25]([CH2:26]Cl)=[CH:24][CH:23]=1, predict the reaction product. The product is: [CH3:20][O:21][C:22]1[CH:29]=[CH:28][C:25]([CH2:26][N:9]2[C:4]3[CH:5]=[CH:6][CH:7]=[CH:8][C:3]=3[CH:1]=[CH:13][S:10]2(=[O:12])=[O:11])=[CH:24][CH:23]=1. (2) Given the reactants [NH2:1][C:2]1[N:7]=[C:6]([Cl:8])[C:5]([NH2:9])=[C:4]([Cl:10])[N:3]=1.[CH:11](O)=[O:12].C1(C)C=CC=CC=1.O, predict the reaction product. The product is: [NH2:9][C:5]1[C:4]([Cl:10])=[N:3][C:2]([NH:1][CH:11]=[O:12])=[N:7][C:6]=1[Cl:8]. (3) Given the reactants [Br:1][C:2]1[CH:11]=[C:10]2[C:5]([C:6]([NH:15][CH2:16][CH:17]3[CH2:22][CH2:21][O:20][CH2:19][CH2:18]3)=[C:7]([N+:12]([O-])=O)[CH:8]=[N:9]2)=[CH:4][CH:3]=1, predict the reaction product. The product is: [Br:1][C:2]1[CH:11]=[C:10]2[C:5]([C:6]([NH:15][CH2:16][CH:17]3[CH2:18][CH2:19][O:20][CH2:21][CH2:22]3)=[C:7]([NH2:12])[CH:8]=[N:9]2)=[CH:4][CH:3]=1.